Dataset: TCR-epitope binding with 47,182 pairs between 192 epitopes and 23,139 TCRs. Task: Binary Classification. Given a T-cell receptor sequence (or CDR3 region) and an epitope sequence, predict whether binding occurs between them. (1) The epitope is AYILFTRFFYV. The TCR CDR3 sequence is CSAIDSYEQYF. Result: 1 (the TCR binds to the epitope). (2) The epitope is LPRRSGAAGA. The TCR CDR3 sequence is CASSFGTGGLQPQHF. Result: 0 (the TCR does not bind to the epitope).